Dataset: Forward reaction prediction with 1.9M reactions from USPTO patents (1976-2016). Task: Predict the product of the given reaction. (1) Given the reactants [N:1]1[C:6]2[S:7][C:8]3[CH2:13][NH:12][CH2:11][CH2:10][C:9]=3[C:5]=2[C:4]([NH:14][C:15]2[CH:16]=[C:17]([OH:21])[CH:18]=[CH:19][CH:20]=2)=[N:3][CH:2]=1.Cl.[CH3:23][N:24]([CH:31]([CH3:33])[CH3:32])[CH2:25]/[CH:26]=[CH:27]/[C:28](O)=[O:29], predict the reaction product. The product is: [CH3:23][N:24]([CH:31]([CH3:33])[CH3:32])[CH2:25]/[CH:26]=[CH:27]/[C:28]([N:12]1[CH2:11][CH2:10][C:9]2[C:5]3[C:4]([NH:14][C:15]4[CH:16]=[C:17]([OH:21])[CH:18]=[CH:19][CH:20]=4)=[N:3][CH:2]=[N:1][C:6]=3[S:7][C:8]=2[CH2:13]1)=[O:29]. (2) Given the reactants [CH2:1]([CH:4]([CH2:10][C:11]1[CH:16]=[CH:15][C:14]([O:17][CH2:18][CH2:19][NH:20][C:21](=[O:34])[C:22]2[CH:27]=[CH:26][C:25]([C:28]3[CH:33]=[CH:32][CH:31]=[CH:30][N:29]=3)=[CH:24][CH:23]=2)=[CH:13][CH:12]=1)[C:5]([O:7]CC)=[O:6])[CH2:2][CH3:3].[OH-].[Na+], predict the reaction product. The product is: [CH2:1]([CH:4]([CH2:10][C:11]1[CH:12]=[CH:13][C:14]([O:17][CH2:18][CH2:19][NH:20][C:21](=[O:34])[C:22]2[CH:23]=[CH:24][C:25]([C:28]3[CH:33]=[CH:32][CH:31]=[CH:30][N:29]=3)=[CH:26][CH:27]=2)=[CH:15][CH:16]=1)[C:5]([OH:7])=[O:6])[CH2:2][CH3:3].